Dataset: Full USPTO retrosynthesis dataset with 1.9M reactions from patents (1976-2016). Task: Predict the reactants needed to synthesize the given product. (1) The reactants are: [CH:1]([C@:4]1([C:17]([N:19]2[CH2:24][CH2:23][N:22]([C:25]3[CH:30]=[C:29]([C:31]([F:34])([F:33])[F:32])[CH:28]=[C:27]([CH3:35])[N:26]=3)[CH2:21][CH2:20]2)=[O:18])[CH2:8][CH2:7][C@@H:6]([NH:9]C(=O)OC(C)(C)C)[CH2:5]1)([CH3:3])[CH3:2].O1CCOCC1. Given the product [CH:1]([C@:4]1([C:17]([N:19]2[CH2:20][CH2:21][N:22]([C:25]3[CH:30]=[C:29]([C:31]([F:34])([F:32])[F:33])[CH:28]=[C:27]([CH3:35])[N:26]=3)[CH2:23][CH2:24]2)=[O:18])[CH2:8][CH2:7][C@@H:6]([NH2:9])[CH2:5]1)([CH3:3])[CH3:2], predict the reactants needed to synthesize it. (2) Given the product [Cl:29][C:17]1[CH:16]=[C:15]([NH:14][C:12]2[N:11]=[CH:10][N:9]=[C:8]3[NH:7][N:6]=[C:5]([O:4][CH2:3][CH2:2][N:34]4[CH2:35][CH2:36][N:31]([CH3:30])[CH2:32][CH2:33]4)[C:13]=23)[CH:20]=[CH:19][C:18]=1[O:21][CH2:22][C:23]1[CH:28]=[CH:27][CH:26]=[CH:25][N:24]=1, predict the reactants needed to synthesize it. The reactants are: Cl[CH2:2][CH2:3][O:4][C:5]1[C:13]2[C:8](=[N:9][CH:10]=[N:11][C:12]=2[NH:14][C:15]2[CH:20]=[CH:19][C:18]([O:21][CH2:22][C:23]3[CH:28]=[CH:27][CH:26]=[CH:25][N:24]=3)=[C:17]([Cl:29])[CH:16]=2)[NH:7][N:6]=1.[CH3:30][N:31]1[CH2:36][CH2:35][NH:34][CH2:33][CH2:32]1. (3) Given the product [CH2:32]([C:34]1[CH:35]=[C:36]([CH:46]=[CH:47][CH:48]=1)[O:37][C:38]1[CH:39]=[C:40]([CH2:41][NH:42][C:4](=[O:6])[C:3]2[CH:7]=[CH:8][CH:9]=[N:10][C:2]=2[NH2:1])[CH:43]=[CH:44][CH:45]=1)[CH3:33], predict the reactants needed to synthesize it. The reactants are: [NH2:1][C:2]1[N:10]=[CH:9][CH:8]=[CH:7][C:3]=1[C:4]([OH:6])=O.ON1C2C=CC=CC=2N=N1.CCN=C=NCCCN(C)C.[CH2:32]([C:34]1[CH:35]=[C:36]([CH:46]=[CH:47][CH:48]=1)[O:37][C:38]1[CH:39]=[C:40]([CH:43]=[CH:44][CH:45]=1)[CH2:41][NH2:42])[CH3:33].C(=O)(O)[O-].[Na+]. (4) Given the product [O:33]1[C:32]2[CH:36]=[CH:37][C:29]([CH2:28][NH:20][CH2:19][CH2:18][CH2:17][N:6]([C:7]3[S:11][N:10]=[C:9]([N:12]4[CH:16]=[CH:15][N:14]=[CH:13]4)[N:8]=3)[CH2:5][C:4]([NH2:39])=[O:3])=[CH:30][C:31]=2[O:35][CH2:34]1, predict the reactants needed to synthesize it. The reactants are: C([O:3][C:4](=O)[CH2:5][N:6]([CH2:17][CH2:18][CH2:19][N:20]([CH2:28][C:29]1[CH:37]=[CH:36][C:32]2[O:33][CH2:34][O:35][C:31]=2[CH:30]=1)C(OC(C)(C)C)=O)[C:7]1[S:11][N:10]=[C:9]([N:12]2[CH:16]=[CH:15][N:14]=[CH:13]2)[N:8]=1)C.[NH3:39]. (5) Given the product [CH:2]12[CH2:7][CH2:6][CH:5]([CH2:4][CH2:3]1)[C:8](=[O:10])[NH:1]2, predict the reactants needed to synthesize it. The reactants are: [NH2:1][C@@H:2]1[CH2:7][CH2:6][C@H:5]([C:8]([OH:10])=O)[CH2:4][CH2:3]1. (6) Given the product [NH:28]1[C:29]2[C:25](=[CH:24][C:23]([NH:22][C:2]3[C:11]4[C:6](=[CH:7][C:8]([O:20][CH3:21])=[CH:9][C:10]=4[O:12][CH:13]4[CH2:18][CH2:17][N:16]([CH3:19])[CH2:15][CH2:14]4)[N:5]=[CH:4][N:3]=3)=[CH:31][CH:30]=2)[CH:26]=[CH:27]1, predict the reactants needed to synthesize it. The reactants are: Cl[C:2]1[C:11]2[C:6](=[CH:7][C:8]([O:20][CH3:21])=[CH:9][C:10]=2[O:12][CH:13]2[CH2:18][CH2:17][N:16]([CH3:19])[CH2:15][CH2:14]2)[N:5]=[CH:4][N:3]=1.[NH2:22][C:23]1[CH:24]=[C:25]2[C:29](=[CH:30][CH:31]=1)[NH:28][CH:27]=[CH:26]2. (7) The reactants are: Br[C:2]1[CH:11]=[C:10]2[C:5]([C:6]([O:13][C:14]3[CH:19]=[CH:18][CH:17]=[CH:16][CH:15]=3)=[CH:7][C:8](=[O:12])[NH:9]2)=[CH:4][CH:3]=1.[CH3:20][N:21]1[CH:25]=[C:24](B2OC(C)(C)C(C)(C)O2)[CH:23]=[N:22]1.C(=O)([O-])[O-].[Cs+].[Cs+]. Given the product [CH3:20][N:21]1[CH:25]=[C:24]([C:2]2[CH:11]=[C:10]3[C:5]([C:6]([O:13][C:14]4[CH:19]=[CH:18][CH:17]=[CH:16][CH:15]=4)=[CH:7][C:8](=[O:12])[NH:9]3)=[CH:4][CH:3]=2)[CH:23]=[N:22]1, predict the reactants needed to synthesize it. (8) Given the product [ClH:49].[ClH:49].[O:23]1[C:32]2[CH:31]=[C:30]([CH2:33][NH:1][CH2:2][C@@H:3]3[C@H:7]([OH:8])[CH2:6][N:5]([CH2:9][CH2:10][N:11]4[C:20]5[C:15](=[CH:16][CH:17]=[C:18]([F:21])[CH:19]=5)[CH:14]=[CH:13][C:12]4=[O:22])[CH2:4]3)[N:29]=[CH:28][C:27]=2[O:26][CH2:25][CH2:24]1, predict the reactants needed to synthesize it. The reactants are: [NH2:1][CH2:2][C@@H:3]1[C@H:7]([OH:8])[CH2:6][N:5]([CH2:9][CH2:10][N:11]2[C:20]3[C:15](=[CH:16][CH:17]=[C:18]([F:21])[CH:19]=3)[CH:14]=[CH:13][C:12]2=[O:22])[CH2:4]1.[O:23]1[C:32]2[CH:31]=[C:30]([CH:33]=O)[N:29]=[CH:28][C:27]=2[O:26][CH2:25][CH2:24]1.C(O[BH-](OC(=O)C)OC(=O)C)(=O)C.[Na+].[ClH:49].